From a dataset of Forward reaction prediction with 1.9M reactions from USPTO patents (1976-2016). Predict the product of the given reaction. (1) Given the reactants ClC1N=C(C2SC(C(C)C)=NC=2[C:16]2C=[C:18]([NH:22][S:23](C3C(F)=CC=CC=3F)(=[O:25])=[O:24])[CH:19]=[CH:20][CH:21]=2)C=CN=1.[Cl:34][C:35]1[N:40]=[C:39]([C:41]2[S:45][C:44]([N:46]3[CH2:51][CH2:50][O:49][CH2:48][CH2:47]3)=[N:43][C:42]=2[C:52]2[C:53]([F:59])=[C:54]([CH:56]=[CH:57][CH:58]=2)[NH2:55])[CH:38]=[CH:37][N:36]=1.N1(S(Cl)(=O)=O)CCCCC1, predict the reaction product. The product is: [Cl:34][C:35]1[N:40]=[C:39]([C:41]2[S:45][C:44]([N:46]3[CH2:47][CH2:48][O:49][CH2:50][CH2:51]3)=[N:43][C:42]=2[C:52]2[C:53]([F:59])=[C:54]([NH:55][S:23]([N:22]3[CH2:18][CH2:19][CH2:20][CH2:21][CH2:16]3)(=[O:25])=[O:24])[CH:56]=[CH:57][CH:58]=2)[CH:38]=[CH:37][N:36]=1. (2) Given the reactants [NH2:1][C@@H:2]1[C:11]2[C:6](=[CH:7][CH:8]=[CH:9][CH:10]=2)[C@H:5]([O:12][C:13]2[CH:14]=[CH:15][C:16]([C:19]#[N:20])=[N:17][CH:18]=2)[CH2:4][CH2:3]1.ClC(Cl)(Cl)C[O:24][C:25](=O)[NH:26][C:27]1[N:28]([C:36]2[CH:41]=[CH:40][C:39]([CH3:42])=[CH:38][CH:37]=2)[N:29]=[C:30]([C:32]([CH3:35])([CH3:34])[CH3:33])[CH:31]=1, predict the reaction product. The product is: [C:32]([C:30]1[CH:31]=[C:27]([NH:26][C:25]([NH:1][C@@H:2]2[C:11]3[C:6](=[CH:7][CH:8]=[CH:9][CH:10]=3)[C@H:5]([O:12][C:13]3[CH:18]=[N:17][C:16]([C:19]#[N:20])=[CH:15][CH:14]=3)[CH2:4][CH2:3]2)=[O:24])[N:28]([C:36]2[CH:41]=[CH:40][C:39]([CH3:42])=[CH:38][CH:37]=2)[N:29]=1)([CH3:35])([CH3:33])[CH3:34]. (3) Given the reactants C(OC(=O)[NH:10][CH2:11][CH2:12][CH2:13][CH2:14][C:15]1[CH:20]=[CH:19][C:18]([O:21][CH2:22][CH2:23][CH:24]([NH:28][C:29]([O:31][C:32]([CH3:35])([CH3:34])[CH3:33])=[O:30])[C:25](=[O:27])[NH2:26])=[CH:17][CH:16]=1)C1C=CC=CC=1, predict the reaction product. The product is: [C:32]([O:31][C:29](=[O:30])[NH:28][CH:24]([C:25](=[O:27])[NH2:26])[CH2:23][CH2:22][O:21][C:18]1[CH:17]=[CH:16][C:15]([CH2:14][CH2:13][CH2:12][CH2:11][NH2:10])=[CH:20][CH:19]=1)([CH3:35])([CH3:33])[CH3:34].